From a dataset of Reaction yield outcomes from USPTO patents with 853,638 reactions. Predict the reaction yield, written as a fraction of the theoretical maximum amount of product (1.0 means a 100% yield; for example, 0.34 means a 34% yield). (1) The reactants are [CH3:1][CH2:2][O:3][C:4]([C:6]1[N:7](C(OC(C)(C)C)=O)[C:8]2[C:13]([CH:14]=1)=[CH:12][C:11]([Cl:15])=[CH:10][C:9]=2[CH2:16]Br)=[O:5].[CH3:25][N:26]1[CH2:31][CH2:30][NH:29][CH2:28][CH2:27]1. The catalyst is C1COCC1. The product is [CH2:2]([O:3][C:4]([C:6]1[NH:7][C:8]2[C:13]([CH:14]=1)=[CH:12][C:11]([Cl:15])=[CH:10][C:9]=2[CH2:16][N:29]1[CH2:30][CH2:31][N:26]([CH3:25])[CH2:27][CH2:28]1)=[O:5])[CH3:1]. The yield is 0.290. (2) The reactants are [N:1]([O-])=O.[Na+].[CH2:5]([O:12][C:13]1[CH:19]=[CH:18][C:16]([NH2:17])=[C:15]([F:20])[CH:14]=1)[C:6]1[CH:11]=[CH:10][CH:9]=[CH:8][CH:7]=1.Cl.[CH3:22][O:23][CH2:24][C:25](=[O:31])[CH2:26][C:27]([O:29][CH3:30])=[O:28].CC([O-])=O.[Na+]. The catalyst is O.CO. The product is [CH2:5]([O:12][C:13]1[CH:19]=[CH:18][C:16]([NH:17][N:1]=[C:26]([C:25](=[O:31])[CH2:24][O:23][CH3:22])[C:27]([O:29][CH3:30])=[O:28])=[C:15]([F:20])[CH:14]=1)[C:6]1[CH:7]=[CH:8][CH:9]=[CH:10][CH:11]=1. The yield is 0.910. (3) The reactants are [H-].[Na+].[Cl:3][C:4]1[CH:9]=[CH:8][C:7]([OH:10])=[CH:6][CH:5]=1.Cl[C:12]1[CH:17]=[CH:16][C:15]([C:18]2[S:19][C:20]3[N:21]=[CH:22][N:23]=[CH:24][C:25]=3[N:26]=2)=[CH:14][C:13]=1[C:27]#[N:28].O. The catalyst is CS(C)=O. The product is [Cl:3][C:4]1[CH:9]=[CH:8][C:7]([O:10][C:12]2[CH:17]=[CH:16][C:15]([C:18]3[S:19][C:20]4[N:21]=[CH:22][N:23]=[CH:24][C:25]=4[N:26]=3)=[CH:14][C:13]=2[C:27]#[N:28])=[CH:6][CH:5]=1. The yield is 0.830. (4) The reactants are [F:1][C:2]([F:7])([F:6])[C:3]([OH:5])=[O:4].[F:8][C:9]([F:14])([F:13])[C:10]([OH:12])=[O:11].FC(F)(F)C(O)=O.[Cl:22][C:23]1[CH:24]=[N:25][C:26]2[NH:27][C:28]3[CH:29]=[N:30][CH:31]=[C:32]([CH:53]=3)[CH2:33][CH2:34][C:35]3[CH:43]=[C:39]([NH:40][C:41]=1[N:42]=2)[CH:38]=[CH:37][C:36]=3[O:44][CH2:45][CH2:46][CH:47]1[CH2:52][CH2:51][NH:50][CH2:49][CH2:48]1.[N:54]([C:57]1[CH:64]=[CH:63][CH:62]=[CH:61][C:58]=1[C:59]#[N:60])=[C:55]=[O:56]. No catalyst specified. The product is [F:1][C:2]([F:7])([F:6])[C:3]([OH:5])=[O:4].[F:8][C:9]([F:14])([F:13])[C:10]([OH:12])=[O:11].[Cl:22][C:23]1[CH:24]=[N:25][C:26]2[NH:27][C:28]3[CH:29]=[N:30][CH:31]=[C:32]([CH:53]=3)[CH2:33][CH2:34][C:35]3[CH:43]=[C:39]([NH:40][C:41]=1[N:42]=2)[CH:38]=[CH:37][C:36]=3[O:44][CH2:45][CH2:46][CH:47]1[CH2:48][CH2:49][N:50]([C:55]([NH:54][C:57]2[CH:64]=[CH:63][CH:62]=[CH:61][C:58]=2[C:59]#[N:60])=[O:56])[CH2:51][CH2:52]1. The yield is 0.400. (5) The reactants are [OH:1][C:2]1[CH:19]=[CH:18][C:17]2[C@@H:16]3[C@H:7]([C@H:8]4[C@@:12]([CH2:14][CH2:15]3)([CH3:13])[C:11](=[O:20])[CH2:10][CH2:9]4)[CH2:6][CH2:5][C:4]=2[C:3]=1[CH3:21].[C:22]12(O)[CH2:31][CH:26]3[CH2:27][CH:28]([CH2:30][CH:24]([CH2:25]3)[CH2:23]1)[CH2:29]2.B(F)(F)F.CCOCC. The catalyst is CCCCC. The product is [C:22]12([C:19]3[C:2]([OH:1])=[C:3]([CH3:21])[C:4]4[CH2:5][CH2:6][C@@H:7]5[C@@H:16]([C:17]=4[CH:18]=3)[CH2:15][CH2:14][C@@:12]3([CH3:13])[C@H:8]5[CH2:9][CH2:10][C:11]3=[O:20])[CH2:31][CH:26]3[CH2:27][CH:28]([CH2:30][CH:24]([CH2:25]3)[CH2:23]1)[CH2:29]2. The yield is 0.680.